From a dataset of NCI-60 drug combinations with 297,098 pairs across 59 cell lines. Regression. Given two drug SMILES strings and cell line genomic features, predict the synergy score measuring deviation from expected non-interaction effect. (1) Drug 1: CC1=C(C=C(C=C1)NC(=O)C2=CC=C(C=C2)CN3CCN(CC3)C)NC4=NC=CC(=N4)C5=CN=CC=C5. Drug 2: CCN(CC)CCNC(=O)C1=C(NC(=C1C)C=C2C3=C(C=CC(=C3)F)NC2=O)C. Cell line: SNB-19. Synergy scores: CSS=-12.5, Synergy_ZIP=3.56, Synergy_Bliss=-0.990, Synergy_Loewe=-9.37, Synergy_HSA=-10.6. (2) Drug 1: C1=CN(C(=O)N=C1N)C2C(C(C(O2)CO)O)O.Cl. Drug 2: CC12CCC3C(C1CCC2O)C(CC4=C3C=CC(=C4)O)CCCCCCCCCS(=O)CCCC(C(F)(F)F)(F)F. Cell line: SN12C. Synergy scores: CSS=17.3, Synergy_ZIP=-6.45, Synergy_Bliss=1.66, Synergy_Loewe=-17.0, Synergy_HSA=0.391. (3) Drug 1: C1C(C(OC1N2C=C(C(=O)NC2=O)F)CO)O. Drug 2: C1=NC2=C(N=C(N=C2N1C3C(C(C(O3)CO)O)O)F)N. Cell line: SW-620. Synergy scores: CSS=18.0, Synergy_ZIP=1.35, Synergy_Bliss=-4.49, Synergy_Loewe=-21.3, Synergy_HSA=-3.35. (4) Drug 1: CC12CCC3C(C1CCC2=O)CC(=C)C4=CC(=O)C=CC34C. Drug 2: C1=CC(=CC=C1CCC2=CNC3=C2C(=O)NC(=N3)N)C(=O)NC(CCC(=O)O)C(=O)O. Cell line: NCI-H226. Synergy scores: CSS=15.5, Synergy_ZIP=0.942, Synergy_Bliss=2.36, Synergy_Loewe=3.76, Synergy_HSA=4.26. (5) Drug 1: CNC(=O)C1=NC=CC(=C1)OC2=CC=C(C=C2)NC(=O)NC3=CC(=C(C=C3)Cl)C(F)(F)F. Drug 2: C1C(C(OC1N2C=NC(=NC2=O)N)CO)O. Cell line: NCIH23. Synergy scores: CSS=14.4, Synergy_ZIP=-5.64, Synergy_Bliss=-0.419, Synergy_Loewe=0.0195, Synergy_HSA=0.369. (6) Drug 1: C1=CC=C(C=C1)NC(=O)CCCCCCC(=O)NO. Drug 2: C1=CN(C=N1)CC(O)(P(=O)(O)O)P(=O)(O)O. Cell line: M14. Synergy scores: CSS=4.27, Synergy_ZIP=-0.364, Synergy_Bliss=2.00, Synergy_Loewe=-2.58, Synergy_HSA=-0.0694. (7) Drug 1: C1=NC2=C(N1)C(=S)N=CN2. Synergy scores: CSS=59.0, Synergy_ZIP=0.0985, Synergy_Bliss=-0.817, Synergy_Loewe=0.991, Synergy_HSA=3.95. Drug 2: CC1=C(C(=O)C2=C(C1=O)N3CC4C(C3(C2COC(=O)N)OC)N4)N. Cell line: SF-539. (8) Drug 1: CN(CCCl)CCCl.Cl. Drug 2: C1CC(=O)NC(=O)C1N2C(=O)C3=CC=CC=C3C2=O. Cell line: OVCAR3. Synergy scores: CSS=22.5, Synergy_ZIP=0.768, Synergy_Bliss=5.43, Synergy_Loewe=-7.42, Synergy_HSA=1.00. (9) Drug 1: CN(C)N=NC1=C(NC=N1)C(=O)N. Drug 2: CC1C(C(=O)NC(C(=O)N2CCCC2C(=O)N(CC(=O)N(C(C(=O)O1)C(C)C)C)C)C(C)C)NC(=O)C3=C4C(=C(C=C3)C)OC5=C(C(=O)C(=C(C5=N4)C(=O)NC6C(OC(=O)C(N(C(=O)CN(C(=O)C7CCCN7C(=O)C(NC6=O)C(C)C)C)C)C(C)C)C)N)C. Cell line: NCI-H226. Synergy scores: CSS=-3.18, Synergy_ZIP=0.673, Synergy_Bliss=-1.25, Synergy_Loewe=-3.38, Synergy_HSA=-3.55. (10) Drug 1: CC1=C2C(C(=O)C3(C(CC4C(C3C(C(C2(C)C)(CC1OC(=O)C(C(C5=CC=CC=C5)NC(=O)OC(C)(C)C)O)O)OC(=O)C6=CC=CC=C6)(CO4)OC(=O)C)OC)C)OC. Drug 2: CC1C(C(CC(O1)OC2CC(CC3=C2C(=C4C(=C3O)C(=O)C5=CC=CC=C5C4=O)O)(C(=O)C)O)N)O. Cell line: OVCAR-4. Synergy scores: CSS=26.6, Synergy_ZIP=-7.59, Synergy_Bliss=-8.95, Synergy_Loewe=-3.16, Synergy_HSA=-2.45.